Task: Predict the reactants needed to synthesize the given product.. Dataset: Full USPTO retrosynthesis dataset with 1.9M reactions from patents (1976-2016) (1) Given the product [CH:1]([C:4]1[N:5]=[C:6]([CH2:9][CH2:10][C:11]2[CH:31]=[CH:30][N:14]3[C:15](=[O:29])[C:16](/[CH:19]=[C:20](\[CH3:28])/[C:21]([OH:23])=[O:22])=[CH:17][N:18]=[C:13]3[CH:12]=2)[S:7][CH:8]=1)([CH3:3])[CH3:2], predict the reactants needed to synthesize it. The reactants are: [CH:1]([C:4]1[N:5]=[C:6]([CH2:9][CH2:10][C:11]2[CH:31]=[CH:30][N:14]3[C:15](=[O:29])[C:16](/[CH:19]=[C:20](\[CH3:28])/[C:21]([O:23]C(C)(C)C)=[O:22])=[CH:17][N:18]=[C:13]3[CH:12]=2)[S:7][CH:8]=1)([CH3:3])[CH3:2]. (2) Given the product [CH2:23]([S:25]([N:28]1[CH2:29][C:30]([CH2:32][C:33]#[N:34])([N:1]2[CH:5]=[CH:4][C:3]([C:6]3[C:7]4[CH:14]=[CH:13][NH:12][C:8]=4[N:9]=[CH:10][N:11]=3)=[CH:2]2)[CH2:31]1)(=[O:26])=[O:27])[CH3:24], predict the reactants needed to synthesize it. The reactants are: [NH:1]1[CH:5]=[CH:4][C:3]([C:6]2[C:7]3[CH:14]=[CH:13][N:12](COCC[Si](C)(C)C)[C:8]=3[N:9]=[CH:10][N:11]=2)=[CH:2]1.[CH2:23]([S:25]([N:28]1[CH2:31][C:30](=[CH:32][C:33]#[N:34])[CH2:29]1)(=[O:27])=[O:26])[CH3:24].N12CCCN=C1CCCCC2. (3) The reactants are: [F:1][C:2]1[CH:7]=[C:6]([I:8])[CH:5]=[CH:4][C:3]=1[NH:9][C:10]1[C:11]([C:19]([OH:21])=O)=[N:12][N:13]([CH3:18])[C:14](=[O:17])[C:15]=1[CH3:16].C1C=CC2N(O)N=NC=2C=1.CCN=C=NCCCN(C)C.[CH:43]([O:45][CH2:46][CH2:47][O:48][NH2:49])=[CH2:44]. Given the product [F:1][C:2]1[CH:7]=[C:6]([I:8])[CH:5]=[CH:4][C:3]=1[NH:9][C:10]1[C:11]([C:19]([NH:49][O:48][CH2:47][CH2:46][O:45][CH:43]=[CH2:44])=[O:21])=[N:12][N:13]([CH3:18])[C:14](=[O:17])[C:15]=1[CH3:16], predict the reactants needed to synthesize it. (4) Given the product [Br:1][CH2:2][CH2:3][CH2:4][CH2:5][CH2:6][CH2:7][CH2:8][C:9]([NH:11][C:12]1[CH:24]=[CH:23][C:15]([C:16]([OH:18])=[O:17])=[CH:14][CH:13]=1)=[O:10], predict the reactants needed to synthesize it. The reactants are: [Br:1][CH2:2][CH2:3][CH2:4][CH2:5][CH2:6][CH2:7][CH2:8][C:9]([NH:11][C:12]1[CH:24]=[CH:23][C:15]([C:16]([O:18]C(C)(C)C)=[O:17])=[CH:14][CH:13]=1)=[O:10].Cl.O1CCOCC1. (5) Given the product [Cl:1][C:2]1[C:3]([O:29][C:20]2[C:19]([F:18])=[CH:28][C:23]3[B:24]([OH:27])[O:25][CH2:26][C:22]=3[CH:21]=2)=[N:4][C:5]([O:10][CH2:11][CH2:12][O:13][CH:14]([CH3:16])[CH3:15])=[C:6]([CH:9]=1)[C:7]#[N:8], predict the reactants needed to synthesize it. The reactants are: [Cl:1][C:2]1[C:3](Cl)=[N:4][C:5]([O:10][CH2:11][CH2:12][O:13][CH:14]([CH3:16])[CH3:15])=[C:6]([CH:9]=1)[C:7]#[N:8].[F:18][C:19]1[C:20]([OH:29])=[CH:21][C:22]2[CH2:26][O:25][B:24]([OH:27])[C:23]=2[CH:28]=1. (6) Given the product [CH2:1]([O:3][C:4]([C:6]1[CH:11]=[C:10]2[CH:12]=[CH:13][O:18][C:9]2=[N:8][CH:7]=1)=[O:5])[CH3:2], predict the reactants needed to synthesize it. The reactants are: [CH2:1]([O:3][C:4]([C:6]1[CH:11]=[C:10]([C:12]#[C:13][Si](C)(C)C)[C:9](=[O:18])[NH:8][CH:7]=1)=[O:5])[CH3:2].C(=O)([O-])[O-].[K+].[K+].O. (7) Given the product [Cl:46][C:47]1[N:52]=[C:51]([O:13][CH:14]2[CH2:15][CH2:16][N:17]([C:20]([O:22][C:23]([CH3:26])([CH3:25])[CH3:24])=[O:21])[CH2:18][CH2:19]2)[CH:50]=[CH:49][CH:48]=1, predict the reactants needed to synthesize it. The reactants are: N(C(OCC)=O)=NC(OCC)=O.[OH:13][CH:14]1[CH2:19][CH2:18][N:17]([C:20]([O:22][C:23]([CH3:26])([CH3:25])[CH3:24])=[O:21])[CH2:16][CH2:15]1.C1(P(C2C=CC=CC=2)C2C=CC=CC=2)C=CC=CC=1.[Cl:46][C:47]1[N:52]=[C:51](O)[CH:50]=[CH:49][CH:48]=1.